From a dataset of Retrosynthesis with 50K atom-mapped reactions and 10 reaction types from USPTO. Predict the reactants needed to synthesize the given product. (1) Given the product CCOC(=O)c1cc(C)nn1-c1ccc(O)cc1, predict the reactants needed to synthesize it. The reactants are: CCOC(=O)c1cc(C)nn1-c1ccc(OC)cc1. (2) Given the product CN(Cc1cn(Cc2ccccc2)c2ccccc12)C(=O)/C=C/c1ccc(N)nc1, predict the reactants needed to synthesize it. The reactants are: CNCc1cn(Cc2ccccc2)c2ccccc12.Nc1ccc(C=CC(=O)O)cn1. (3) Given the product Nc1cccc2c(=O)n(Cc3ccccc3)ccc12, predict the reactants needed to synthesize it. The reactants are: O=c1c2cccc([N+](=O)[O-])c2ccn1Cc1ccccc1. (4) Given the product CCS(=O)CC1CC(c2ccc(C(F)(F)F)cc2)CN(C(=O)N2CCOCC2)C1, predict the reactants needed to synthesize it. The reactants are: CCSCC1CC(c2ccc(C(F)(F)F)cc2)CN(C(=O)N2CCOCC2)C1.O=C(OO)c1cccc(Cl)c1. (5) Given the product CN1CCN(c2ccc([N+](=O)[O-])cc2CC(=O)N[C@@H]2C[C@@H]3C[C@H]2[C@@H](Nc2nc(Cl)ncc2F)[C@H]3C(N)=O)CC1, predict the reactants needed to synthesize it. The reactants are: CN1CCN(c2ccc([N+](=O)[O-])cc2CC(=O)O)CC1.NC(=O)[C@H]1[C@@H]2C[C@@H]([NH3+])[C@@H](C2)[C@H]1Nc1nc(Cl)ncc1F.